From a dataset of Reaction yield outcomes from USPTO patents with 853,638 reactions. Predict the reaction yield, written as a fraction of the theoretical maximum amount of product (1.0 means a 100% yield; for example, 0.34 means a 34% yield). (1) The reactants are [CH3:1][O:2][C:3]1[CH:4]=[C:5]2[C:10](=[CH:11][C:12]=1[O:13][CH3:14])[N:9]=[CH:8][N:7]=[C:6]2[O:15][C:16]1[CH:17]=[C:18]([CH:20]=[CH:21][CH:22]=1)[NH2:19].C(N(CC)C(C)C)(C)C.[C:32]1([C:38]2[O:42][N:41]=[C:40]([NH:43][C:44](=O)[O:45]C3C=CC=CC=3)[CH:39]=2)[CH:37]=[CH:36][CH:35]=[CH:34][CH:33]=1. The catalyst is O1CCCC1.CN(C)C1C=CN=CC=1. The product is [CH3:1][O:2][C:3]1[CH:4]=[C:5]2[C:10](=[CH:11][C:12]=1[O:13][CH3:14])[N:9]=[CH:8][N:7]=[C:6]2[O:15][C:16]1[CH:17]=[C:18]([NH:19][C:44]([NH:43][C:40]2[CH:39]=[C:38]([C:32]3[CH:33]=[CH:34][CH:35]=[CH:36][CH:37]=3)[O:42][N:41]=2)=[O:45])[CH:20]=[CH:21][CH:22]=1. The yield is 0.320. (2) The catalyst is C(Cl)Cl. The product is [Cl:1][C:2]1[CH:3]=[CH:4][C:5]2[N:6]([C:8]([CH2:11][C:12]3[CH:22]=[CH:21][C:15]4[N:16]=[C:17]([S:19]([CH3:20])=[O:31])[S:18][C:14]=4[CH:13]=3)=[CH:9][N:10]=2)[N:7]=1. The reactants are [Cl:1][C:2]1[CH:3]=[CH:4][C:5]2[N:6]([C:8]([CH2:11][C:12]3[CH:22]=[CH:21][C:15]4[N:16]=[C:17]([S:19][CH3:20])[S:18][C:14]=4[CH:13]=3)=[CH:9][N:10]=2)[N:7]=1.C1C=C(Cl)C=C(C(OO)=[O:31])C=1.[O-]S([O-])(=S)=O.[Na+].[Na+]. The yield is 1.00. (3) The reactants are Cl[C:2]([O:4][CH2:5][C:6]1[CH:11]=[CH:10][CH:9]=[CH:8][CH:7]=1)=[O:3].[NH2:12][C:13]1[C:22]2[C:17](=[CH:18][CH:19]=[CH:20][CH:21]=2)[C:16]([CH2:23][C:24]([O:26][CH2:27][CH3:28])=[O:25])=[C:15]([N+:29]([O-:31])=[O:30])[CH:14]=1.CCN(CC)CC. The catalyst is C(Cl)Cl. The product is [CH2:5]([O:4][C:2]([NH:12][C:13]1[C:22]2[C:17](=[CH:18][CH:19]=[CH:20][CH:21]=2)[C:16]([CH2:23][C:24]([O:26][CH2:27][CH3:28])=[O:25])=[C:15]([N+:29]([O-:31])=[O:30])[CH:14]=1)=[O:3])[C:6]1[CH:11]=[CH:10][CH:9]=[CH:8][CH:7]=1. The yield is 0.260. (4) The reactants are [OH-].[Na+].[Cl:3][C:4]1[CH:9]=[CH:8][CH:7]=[CH:6][C:5]=1[CH2:10][C:11]([NH:13][NH2:14])=O.[F:15][C:16]1[CH:21]=[CH:20][C:19]([N:22]=[C:23]=[S:24])=[CH:18][CH:17]=1. The catalyst is CO. The product is [Cl:3][C:4]1[CH:9]=[CH:8][CH:7]=[CH:6][C:5]=1[CH2:10][C:11]1[N:22]([C:19]2[CH:20]=[CH:21][C:16]([F:15])=[CH:17][CH:18]=2)[C:23](=[S:24])[NH:14][N:13]=1. The yield is 0.810. (5) The reactants are [NH2:1][CH2:2][C:3]([C:5]1[CH:10]=[CH:9][C:8]([C:11]([F:14])([F:13])[F:12])=[CH:7][CH:6]=1)=[O:4].CC1C=CC(S(O)(=O)=O)=CC=1.[C:26]1([C:36]2[CH:41]=[CH:40][CH:39]=[CH:38][CH:37]=2)[CH:31]=[CH:30][C:29]([S:32](Cl)(=[O:34])=[O:33])=[CH:28][CH:27]=1.CCN(CC)CC. The catalyst is ClCCl. The product is [O:4]=[C:3]([C:5]1[CH:10]=[CH:9][C:8]([C:11]([F:12])([F:13])[F:14])=[CH:7][CH:6]=1)[CH2:2][NH:1][S:32]([C:29]1[CH:28]=[CH:27][C:26]([C:36]2[CH:41]=[CH:40][CH:39]=[CH:38][CH:37]=2)=[CH:31][CH:30]=1)(=[O:34])=[O:33]. The yield is 0.185. (6) The reactants are [CH2:1]([O:8][C:9]([C:11]1[N:12]([CH:49]([CH3:51])[CH3:50])[C:13]([CH:30]=[CH:31][C:32](=[O:48])[CH2:33][C@@H:34]([O:40][Si](C(C)(C)C)(C)C)[CH2:35][C:36]([O:38][CH3:39])=[O:37])=[C:14]([C:23]2[CH:28]=[CH:27][C:26]([F:29])=[CH:25][CH:24]=2)[C:15]=1[C:16]1[CH:21]=[CH:20][C:19]([F:22])=[CH:18][CH:17]=1)=[O:10])[C:2]1[CH:7]=[CH:6][CH:5]=[CH:4][CH:3]=1.F. The catalyst is C(#N)C. The product is [CH2:1]([O:8][C:9]([C:11]1[N:12]([CH:49]([CH3:51])[CH3:50])[C:13]([CH:30]=[CH:31][C:32](=[O:48])[CH2:33][C@@H:34]([OH:40])[CH2:35][C:36]([O:38][CH3:39])=[O:37])=[C:14]([C:23]2[CH:28]=[CH:27][C:26]([F:29])=[CH:25][CH:24]=2)[C:15]=1[C:16]1[CH:17]=[CH:18][C:19]([F:22])=[CH:20][CH:21]=1)=[O:10])[C:2]1[CH:7]=[CH:6][CH:5]=[CH:4][CH:3]=1. The yield is 1.00. (7) The reactants are [CH:1]([C:3]1[CH:4]=[C:5]2[C:10](=[CH:11][CH:12]=1)[C:9](=[O:13])[NH:8][N:7]=[CH:6]2)=[CH2:2].C([O-])([O-])=O.[Cs+].[Cs+].Br[CH2:21][C:22]([O:24][CH2:25][CH3:26])=[O:23]. The catalyst is CN(C=O)C. The product is [O:13]=[C:9]1[C:10]2[C:5](=[CH:4][C:3]([CH:1]=[CH2:2])=[CH:12][CH:11]=2)[CH:6]=[N:7][N:8]1[CH2:21][C:22]([O:24][CH2:25][CH3:26])=[O:23]. The yield is 0.450. (8) The reactants are C([O:5][N:6]1[CH:11]=[C:10]([C:12]2[CH:17]=[CH:16][CH:15]=[CH:14][C:13]=2[N+:18]([O-:20])=[O:19])[CH:9]=[C:8]([C:21]([O:23]C)=[O:22])[C:7]1=[O:25])(C)(C)C. The catalyst is Cl. The product is [OH:5][N:6]1[CH:11]=[C:10]([C:12]2[CH:17]=[CH:16][CH:15]=[CH:14][C:13]=2[N+:18]([O-:20])=[O:19])[CH:9]=[C:8]([C:21]([OH:23])=[O:22])[C:7]1=[O:25]. The yield is 0.200. (9) The reactants are [CH2:1]([N:3]1[CH:7]=[C:6]([C:8]2[CH:13]=[CH:12][N:11]=[C:10]3[NH:14][C:15]([C:17]4[CH:22]=[CH:21][C:20]([CH2:23][N:24]5[CH2:29][CH2:28][O:27][CH2:26][CH2:25]5)=[CH:19][CH:18]=4)=[CH:16][C:9]=23)[C:5]([C:30]2[CH:36]=[CH:35][C:33]([NH2:34])=[CH:32][CH:31]=2)=[N:4]1)[CH3:2].C(N(CC)CC)C.Cl[C:45](OC(C)=C)=[O:46].[NH:51]1[CH2:56][CH2:55][S:54](=[O:58])(=[O:57])[CH2:53][CH2:52]1. The catalyst is C1COCC1. The product is [CH2:1]([N:3]1[CH:7]=[C:6]([C:8]2[CH:13]=[CH:12][N:11]=[C:10]3[NH:14][C:15]([C:17]4[CH:18]=[CH:19][C:20]([CH2:23][N:24]5[CH2:25][CH2:26][O:27][CH2:28][CH2:29]5)=[CH:21][CH:22]=4)=[CH:16][C:9]=23)[C:5]([C:30]2[CH:31]=[CH:32][C:33]([NH:34][C:45]([N:51]3[CH2:56][CH2:55][S:54](=[O:58])(=[O:57])[CH2:53][CH2:52]3)=[O:46])=[CH:35][CH:36]=2)=[N:4]1)[CH3:2]. The yield is 0.300.